This data is from Reaction yield outcomes from USPTO patents with 853,638 reactions. The task is: Predict the reaction yield, written as a fraction of the theoretical maximum amount of product (1.0 means a 100% yield; for example, 0.34 means a 34% yield). The reactants are [F:1][C:2]([F:36])([F:35])[C:3]1[CH:4]=[C:5]([C:13]([CH3:34])([CH3:33])[C:14]([N:16]([C:18]2[CH:19]=[N:20][C:21](Cl)=[CH:22][C:23]=2[C:24]2[CH:29]=[CH:28][C:27]([F:30])=[CH:26][C:25]=2[CH3:31])[CH3:17])=[O:15])[CH:6]=[C:7]([C:9]([F:12])([F:11])[F:10])[CH:8]=1.[OH:37][CH2:38][C:39]1[CH:40]=[C:41](B(O)O)[CH:42]=[CH:43][CH:44]=1.COCCOC.C1(P(C2C=CC=CC=2)C2C=CC=CC=2)C=CC=CC=1. The catalyst is C(=O)([O-])[O-].[Na+].[Na+].C([O-])(=O)C.[Pd+2].C([O-])(=O)C. The product is [F:1][C:2]([F:36])([F:35])[C:3]1[CH:4]=[C:5]([C:13]([CH3:34])([CH3:33])[C:14]([N:16]([C:18]2[CH:19]=[N:20][C:21]([C:43]3[CH:42]=[CH:41][CH:40]=[C:39]([CH2:38][OH:37])[CH:44]=3)=[CH:22][C:23]=2[C:24]2[CH:29]=[CH:28][C:27]([F:30])=[CH:26][C:25]=2[CH3:31])[CH3:17])=[O:15])[CH:6]=[C:7]([C:9]([F:12])([F:11])[F:10])[CH:8]=1. The yield is 0.820.